This data is from Full USPTO retrosynthesis dataset with 1.9M reactions from patents (1976-2016). The task is: Predict the reactants needed to synthesize the given product. (1) Given the product [CH:23]([NH:22][S:21]([C:18]1[CH:19]=[C:20]2[C:15](=[CH:16][CH:17]=1)[NH:14][C:13](=[O:28])[C:12]2=[CH:11][NH:10][C:5]1[CH:6]=[CH:7][CH:8]=[CH:9][C:4]=1[C:3]([OH:29])=[O:2])(=[O:27])=[O:26])([CH3:25])[CH3:24], predict the reactants needed to synthesize it. The reactants are: C[O:2][C:3](=[O:29])[C:4]1[CH:9]=[CH:8][CH:7]=[CH:6][C:5]=1[NH:10][CH:11]=[C:12]1[C:20]2[C:15](=[CH:16][CH:17]=[C:18]([S:21](=[O:27])(=[O:26])[NH:22][CH:23]([CH3:25])[CH3:24])[CH:19]=2)[NH:14][C:13]1=[O:28]. (2) Given the product [CH3:2][O:3][C:4]([C@@H:6]1[CH2:10][C@@H:9]([NH:11][C:12]([C:14]2[S:15][C:16]([Cl:19])=[CH:17][CH:18]=2)=[O:13])[CH2:8][N:7]1[CH2:14][C:12](=[O:13])[NH:11][C:25]1[CH:30]=[CH:29][C:28]([N:31]2[CH:36]=[CH:35][CH:34]=[CH:33][C:32]2=[O:37])=[CH:27][C:26]=1[F:38])=[O:5], predict the reactants needed to synthesize it. The reactants are: Cl.[CH3:2][O:3][C:4]([C@@H:6]1[CH2:10][C@@H:9]([NH:11][C:12]([C:14]2[S:15][C:16]([Cl:19])=[CH:17][CH:18]=2)=[O:13])[CH2:8][NH:7]1)=[O:5].BrC([C:25]1[CH:30]=[CH:29][C:28]([N:31]2[CH:36]=[CH:35][CH:34]=[CH:33][C:32]2=[O:37])=[CH:27][C:26]=1[F:38])C(N)=O. (3) Given the product [Br:15][C:12]1[CH:13]=[C:14]2[C:9](=[CH:10][CH:11]=1)[N:8]([S:16]([C:19]1[CH:20]=[CH:21][C:22]([O:25][CH3:26])=[CH:23][CH:24]=1)(=[O:17])=[O:18])[CH:7]=[C:6]2[O:5][CH2:4][C:3]([OH:27])=[O:2], predict the reactants needed to synthesize it. The reactants are: C[O:2][C:3](=[O:27])[CH2:4][O:5][C:6]1[C:14]2[C:9](=[CH:10][CH:11]=[C:12]([Br:15])[CH:13]=2)[N:8]([S:16]([C:19]2[CH:24]=[CH:23][C:22]([O:25][CH3:26])=[CH:21][CH:20]=2)(=[O:18])=[O:17])[CH:7]=1.[OH-].[Li+].C(OCC)(=O)C.Cl. (4) Given the product [Cl:1][C:2]1[CH:7]=[CH:6][CH:5]=[C:4]([Cl:8])[C:3]=1[C:9]([NH:11][C@H:12]([C:34]([OH:36])=[O:35])[CH2:13][C:14]1[CH:15]=[CH:16][C:17]([O:20][CH2:21][CH2:22][C:23]2[CH:28]=[CH:27][CH:26]=[C:25]([NH:29][CH2:30][CH2:31][O:32][CH3:33])[N:24]=2)=[CH:18][CH:19]=1)=[O:10], predict the reactants needed to synthesize it. The reactants are: [Cl:1][C:2]1[CH:7]=[CH:6][CH:5]=[C:4]([Cl:8])[C:3]=1[C:9]([NH:11][C@H:12]([C:34]([O:36]C)=[O:35])[CH2:13][C:14]1[CH:19]=[CH:18][C:17]([O:20][CH2:21][CH2:22][C:23]2[CH:28]=[CH:27][CH:26]=[C:25]([NH:29][CH2:30][CH2:31][O:32][CH3:33])[N:24]=2)=[CH:16][CH:15]=1)=[O:10].[Li+].[OH-]. (5) Given the product [CH2:1]([O:3][C:4]([C:6]1[CH:10]=[C:9]([C:17]2[CH:18]=[CH:19][C:14]([C:12]#[N:13])=[CH:15][C:16]=2[F:23])[O:8][N:7]=1)=[O:5])[CH3:2], predict the reactants needed to synthesize it. The reactants are: [CH2:1]([O:3][C:4]([C:6]1[CH:10]=[C:9](Cl)[O:8][N:7]=1)=[O:5])[CH3:2].[C:12]([C:14]1[CH:19]=[CH:18][C:17](B(O)O)=[C:16]([F:23])[CH:15]=1)#[N:13]. (6) Given the product [Br:10][C:11]1[CH:16]=[CH:15][C:14]([O:17][C:2]2[CH:9]=[CH:8][C:5]([CH:6]=[O:7])=[CH:4][CH:3]=2)=[CH:13][C:12]=1[CH2:18][OH:19], predict the reactants needed to synthesize it. The reactants are: F[C:2]1[CH:9]=[CH:8][C:5]([CH:6]=[O:7])=[CH:4][CH:3]=1.[Br:10][C:11]1[CH:16]=[CH:15][C:14]([OH:17])=[CH:13][C:12]=1[CH2:18][OH:19].C([O-])([O-])=O.[K+].[K+].CCOC(C)=O.